Regression. Given two drug SMILES strings and cell line genomic features, predict the synergy score measuring deviation from expected non-interaction effect. From a dataset of NCI-60 drug combinations with 297,098 pairs across 59 cell lines. (1) Drug 1: C1C(C(OC1N2C=C(C(=O)NC2=O)F)CO)O. Drug 2: CC1=C2C(C(=O)C3(C(CC4C(C3C(C(C2(C)C)(CC1OC(=O)C(C(C5=CC=CC=C5)NC(=O)OC(C)(C)C)O)O)OC(=O)C6=CC=CC=C6)(CO4)OC(=O)C)O)C)O. Cell line: RPMI-8226. Synergy scores: CSS=43.7, Synergy_ZIP=1.06, Synergy_Bliss=1.33, Synergy_Loewe=-11.6, Synergy_HSA=-0.451. (2) Drug 2: C1=NC2=C(N1)C(=S)N=CN2. Cell line: SN12C. Drug 1: CN(C)C1=NC(=NC(=N1)N(C)C)N(C)C. Synergy scores: CSS=-6.16, Synergy_ZIP=-6.22, Synergy_Bliss=-17.7, Synergy_Loewe=-42.8, Synergy_HSA=-19.0. (3) Drug 1: CC(C)(C#N)C1=CC(=CC(=C1)CN2C=NC=N2)C(C)(C)C#N. Drug 2: C1C(C(OC1N2C=NC3=C2NC=NCC3O)CO)O. Cell line: MDA-MB-435. Synergy scores: CSS=-3.35, Synergy_ZIP=4.00, Synergy_Bliss=4.37, Synergy_Loewe=0.436, Synergy_HSA=-1.25. (4) Cell line: OVCAR-8. Drug 1: CC1=CC=C(C=C1)C2=CC(=NN2C3=CC=C(C=C3)S(=O)(=O)N)C(F)(F)F. Drug 2: CC1C(C(CC(O1)OC2CC(OC(C2O)C)OC3=CC4=CC5=C(C(=O)C(C(C5)C(C(=O)C(C(C)O)O)OC)OC6CC(C(C(O6)C)O)OC7CC(C(C(O7)C)O)OC8CC(C(C(O8)C)O)(C)O)C(=C4C(=C3C)O)O)O)O. Synergy scores: CSS=58.3, Synergy_ZIP=0.478, Synergy_Bliss=0.883, Synergy_Loewe=-27.8, Synergy_HSA=-0.446. (5) Drug 1: CC12CCC(CC1=CCC3C2CCC4(C3CC=C4C5=CN=CC=C5)C)O. Drug 2: CCC1=C2CN3C(=CC4=C(C3=O)COC(=O)C4(CC)O)C2=NC5=C1C=C(C=C5)O. Cell line: SN12C. Synergy scores: CSS=50.4, Synergy_ZIP=3.93, Synergy_Bliss=1.82, Synergy_Loewe=-36.5, Synergy_HSA=2.47.